This data is from Full USPTO retrosynthesis dataset with 1.9M reactions from patents (1976-2016). The task is: Predict the reactants needed to synthesize the given product. (1) Given the product [CH:1]([N:4]1[C:8]([C:9]2[N:10]=[C:11]3[C:17]4[CH:18]=[CH:19][C:20]([NH2:22])=[CH:21][C:16]=4[O:15][CH2:14][CH2:13][N:12]3[CH:30]=2)=[N:7][CH:6]=[N:5]1)([CH3:3])[CH3:2], predict the reactants needed to synthesize it. The reactants are: [CH:1]([N:4]1[C:8]([C:9]2[N:10]=[C:11]3[C:17]4[CH:18]=[CH:19][C:20]([NH:22]C(=O)OC(C)(C)C)=[CH:21][C:16]=4[O:15][CH2:14][CH2:13][N:12]3[CH:30]=2)=[N:7][CH:6]=[N:5]1)([CH3:3])[CH3:2].FC(F)(F)C(O)=O. (2) The reactants are: C1(P(=O)(C2C=CC=CC=2)C2C=CC=CC=2)C=CC=CC=1.FC(F)(F)S(OS(C(F)(F)F)(=O)=O)(=O)=O.C([S:43][CH:44]([CH2:71][N:72]1[CH2:77][CH2:76][O:75][CH2:74][CH2:73]1)[CH2:45][NH:46][C:47]([C:49]1[NH:50][C:51]2[C:56]([CH:57]=1)=[C:55]([CH3:58])[CH:54]=[CH:53][C:52]=2[N:59]([S:61]([C:64]1[C:65]([Cl:70])=[N:66][CH:67]=[CH:68][CH:69]=1)(=[O:63])=[O:62])[CH3:60])=O)C1C=CC=CC=1.CSC.C(=O)([O-])O.[Na+]. Given the product [Cl:70][C:65]1[C:64]([S:61]([N:59]([CH3:60])[C:52]2[CH:53]=[CH:54][C:55]([CH3:58])=[C:56]3[C:51]=2[NH:50][C:49]([C:47]2[S:43][CH:44]([CH2:71][N:72]4[CH2:77][CH2:76][O:75][CH2:74][CH2:73]4)[CH2:45][N:46]=2)=[CH:57]3)(=[O:62])=[O:63])=[CH:69][CH:68]=[CH:67][N:66]=1, predict the reactants needed to synthesize it. (3) Given the product [F:15][C:14]1[CH:13]=[C:12]([C:16]2[O:17][C:18]3[CH:24]=[CH:23][C:22]([OH:25])=[CH:21][C:19]=3[CH:20]=2)[CH:11]=[N:10][C:9]=1[NH:7][CH3:6], predict the reactants needed to synthesize it. The reactants are: C(O[C:6](=O)[N:7]([C:9]1[C:14]([F:15])=[CH:13][C:12]([C:16]2[O:17][C:18]3[CH:24]=[CH:23][C:22]([O:25]C)=[CH:21][C:19]=3[CH:20]=2)=[CH:11][N:10]=1)C)(C)(C)C.B(Br)(Br)Br. (4) Given the product [Cl:1][C:2]1[CH:51]=[C:50]([Cl:52])[CH:49]=[CH:48][C:3]=1[O:4][C:5]1[CH:46]=[CH:45][C:44]([Cl:47])=[CH:43][C:6]=1[O:7][CH2:8][C:9]1[CH2:10][S:11][C@@H:12]2[CH:32]([NH:33][C:34](=[O:41])[CH2:35][C:36]3[S:37][CH:38]=[CH:39][CH:40]=3)[C:31](=[O:42])[N:13]2[C:14]=1[C:15]([OH:17])=[O:16], predict the reactants needed to synthesize it. The reactants are: [Cl:1][C:2]1[CH:51]=[C:50]([Cl:52])[CH:49]=[CH:48][C:3]=1[O:4][C:5]1[CH:46]=[CH:45][C:44]([Cl:47])=[CH:43][C:6]=1[O:7][CH2:8][C:9]1[CH2:10][S:11][C@@H:12]2[CH:32]([NH:33][C:34](=[O:41])[CH2:35][C:36]3[S:37][CH:38]=[CH:39][CH:40]=3)[C:31](=[O:42])[N:13]2[C:14]=1[C:15]([O:17]C(C1C=CC=CC=1)C1C=CC=CC=1)=[O:16].